Dataset: Catalyst prediction with 721,799 reactions and 888 catalyst types from USPTO. Task: Predict which catalyst facilitates the given reaction. (1) Reactant: Br[C:2]1[CH:7]=[CH:6][C:5]([CH:8]([CH3:15])[CH2:9][NH:10][S:11]([CH3:14])(=[O:13])=[O:12])=[CH:4][CH:3]=1.[CH3:16][C:17]1[CH:22]=[CH:21][CH:20]=[CH:19][C:18]=1B(O)O. Product: [CH3:16][C:17]1[CH:22]=[CH:21][CH:20]=[CH:19][C:18]=1[C:2]1[CH:7]=[CH:6][C:5]([CH:8]([CH3:15])[CH2:9][NH:10][S:11]([CH3:14])(=[O:13])=[O:12])=[CH:4][CH:3]=1. The catalyst class is: 6. (2) Reactant: [C:1]([O-:4])([O-])=O.[K+].[K+].Br[CH2:8][C:9]([C:11]1[S:12][C:13]([CH3:22])=[C:14]2[CH2:19][C:18]([CH3:21])([CH3:20])[CH2:17][CH2:16][C:15]=12)=[O:10]. Product: [O:4]([CH2:8][C:9]([C:11]1[S:12][C:13]([CH3:22])=[C:14]2[CH2:19][C:18]([CH3:21])([CH3:20])[CH2:17][CH2:16][C:15]=12)=[O:10])[C:1]1[CH:14]=[CH:15][CH:11]=[CH:9][CH:8]=1. The catalyst class is: 21. (3) Reactant: [O-:1][CH2:2]C.[Na+].C(O)C.[Cl:8][CH2:9][C:10]([O:12][CH2:13][CH3:14])=[O:11].C(OCC)=O. Product: [Cl:8][CH:9]([CH:2]=[O:1])[C:10]([O:12][CH2:13][CH3:14])=[O:11]. The catalyst class is: 27.